From a dataset of Forward reaction prediction with 1.9M reactions from USPTO patents (1976-2016). Predict the product of the given reaction. Given the reactants Cl.[CH2:2]([N:4]([CH2:40][CH3:41])[C:5](=[O:39])[CH:6]([CH2:23][C:24]1[CH:29]=[CH:28][C:27]([NH:30][C:31]([C:33]2[CH:38]=[CH:37][CH:36]=[CH:35][N:34]=2)=[O:32])=[CH:26][CH:25]=1)[C:7]([NH:9][S:10]([C:13]1[CH:22]=[CH:21][C:20]2[C:15](=[CH:16][CH:17]=[CH:18][CH:19]=2)[CH:14]=1)(=[O:12])=[O:11])=[O:8])[CH3:3].[CH3:42][CH2:43][CH2:44][C:45]1[CH:50]=[CH:49][C:48]2[C@:51]3([CH3:62])[C@@H:56]([CH2:57][CH2:58][C:47]=2[CH:46]=1)[C@@:55]([CH2:60][NH2:61])([CH3:59])[CH2:54][CH2:53][CH2:52]3, predict the reaction product. The product is: [CH3:42][CH2:43][CH2:44][C:45]1[CH:50]=[CH:49][C:48]2[C@:51]3([CH3:62])[C@@H:56]([CH2:57][CH2:58][C:47]=2[CH:46]=1)[C@@:55]([CH2:60][NH2:61])([CH3:59])[CH2:54][CH2:53][CH2:52]3.[CH2:40]([N:4]([CH2:2][CH3:3])[C:5](=[O:39])[C@H:6]([CH2:23][C:24]1[CH:29]=[CH:28][C:27]([NH:30][C:31]([C:33]2[CH:38]=[CH:37][CH:36]=[CH:35][N:34]=2)=[O:32])=[CH:26][CH:25]=1)[C:7]([NH:9][S:10]([C:13]1[CH:22]=[CH:21][C:20]2[C:15](=[CH:16][CH:17]=[CH:18][CH:19]=2)[CH:14]=1)(=[O:11])=[O:12])=[O:8])[CH3:41].